From a dataset of Forward reaction prediction with 1.9M reactions from USPTO patents (1976-2016). Predict the product of the given reaction. (1) Given the reactants Cl[C:2]1[N:3]=[C:4]2[C:10]3[CH:11]=[CH:12][CH:13]=[CH:14][C:9]=3[NH:8][C:7]3[N:15]=[CH:16][CH:17]=[CH:18][C:6]=3[N:5]2[C:19]=1[C:20]1[CH:25]=[CH:24][C:23]([C:26]2([NH:30][C:31](=[O:37])[O:32][C:33]([CH3:36])([CH3:35])[CH3:34])[CH2:29][CH2:28][CH2:27]2)=[CH:22][CH:21]=1.[N+:38]([C:41]1[CH:46]=[CH:45][C:44](B2OC(C)(C)C(C)(C)O2)=[CH:43][CH:42]=1)([O-:40])=[O:39].C([O-])([O-])=O.[Na+].[Na+], predict the reaction product. The product is: [N+:38]([C:41]1[CH:46]=[CH:45][C:44]([C:2]2[N:3]=[C:4]3[C:10]4[CH:11]=[CH:12][CH:13]=[CH:14][C:9]=4[NH:8][C:7]4[N:15]=[CH:16][CH:17]=[CH:18][C:6]=4[N:5]3[C:19]=2[C:20]2[CH:25]=[CH:24][C:23]([C:26]3([NH:30][C:31](=[O:37])[O:32][C:33]([CH3:35])([CH3:34])[CH3:36])[CH2:27][CH2:28][CH2:29]3)=[CH:22][CH:21]=2)=[CH:43][CH:42]=1)([O-:40])=[O:39]. (2) Given the reactants [Br:1][C:2]1[O:6][C:5]([C:7]([OH:9])=[O:8])=[CH:4][CH:3]=1.[CH3:10]O, predict the reaction product. The product is: [CH3:10][O:8][C:7]([C:5]1[O:6][C:2]([Br:1])=[CH:3][CH:4]=1)=[O:9]. (3) Given the reactants [BH4-].[Na+].[C:3]([C:6]1[CH:10]=[C:9]([C:11]([NH:13][C@@H:14]([CH3:31])[CH2:15][N:16]2[CH:20]=[C:19]([Cl:21])[C:18]([C:22]3[CH:27]=[CH:26][C:25]([C:28]#[N:29])=[C:24]([Cl:30])[CH:23]=3)=[N:17]2)=[O:12])[NH:8][N:7]=1)(=[O:5])[CH3:4].Cl, predict the reaction product. The product is: [Cl:21][C:19]1[C:18]([C:22]2[CH:27]=[CH:26][C:25]([C:28]#[N:29])=[C:24]([Cl:30])[CH:23]=2)=[N:17][N:16]([CH2:15][C@@H:14]([NH:13][C:11]([C:9]2[NH:8][N:7]=[C:6]([CH:3]([OH:5])[CH3:4])[CH:10]=2)=[O:12])[CH3:31])[CH:20]=1. (4) Given the reactants [CH2:1]([NH:4][C:5]1[S:6][C:7]2[CH:13]=[C:12]([O:14][C:15]([F:18])([F:17])[F:16])[CH:11]=[CH:10][C:8]=2[N:9]=1)[C:2]#[CH:3].Cl[CH2:20][CH2:21][S:22][CH3:23], predict the reaction product. The product is: [CH3:23][S:22][CH2:21][CH2:20][N:4]([CH2:1][C:2]#[CH:3])[C:5]1[S:6][C:7]2[CH:13]=[C:12]([O:14][C:15]([F:18])([F:17])[F:16])[CH:11]=[CH:10][C:8]=2[N:9]=1. (5) Given the reactants [C:1](Cl)(=[O:4])[CH:2]=[CH2:3].[CH3:6][N:7]1[CH2:11][C@@H:10]2[N:12]([C:15]3[CH:20]=[C:19]([O:21][CH3:22])[C:18]([NH:23][C:24]4[N:29]=[C:28]([C:30]5[CH:31]=[N:32][N:33]6[CH:38]=[CH:37][CH:36]=[CH:35][C:34]=56)[C:27]([Cl:39])=[CH:26][N:25]=4)=[CH:17][C:16]=3[NH2:40])[CH2:13][CH2:14][C@@H:9]2[CH2:8]1.CCN(C(C)C)C(C)C, predict the reaction product. The product is: [CH3:6][N:7]1[CH2:11][C@@H:10]2[N:12]([C:15]3[CH:20]=[C:19]([O:21][CH3:22])[C:18]([NH:23][C:24]4[N:29]=[C:28]([C:30]5[CH:31]=[N:32][N:33]6[CH:38]=[CH:37][CH:36]=[CH:35][C:34]=56)[C:27]([Cl:39])=[CH:26][N:25]=4)=[CH:17][C:16]=3[NH:40][C:1](=[O:4])[CH:2]=[CH2:3])[CH2:13][CH2:14][C@@H:9]2[CH2:8]1. (6) The product is: [C:40]([OH:43])(=[O:42])/[CH:41]=[CH:2]/[C:35]([OH:37])=[O:38].[CH3:24][NH:23][CH2:22][C:13]1[CH:14]=[C:15]([C:16]2[CH:17]=[CH:18][CH:19]=[CH:20][CH:21]=2)[N:11]([S:8]([C:5]2[CH:6]=[N:7][CH:2]=[C:3]([CH3:32])[CH:4]=2)(=[O:10])=[O:9])[CH:12]=1. Given the reactants Cl[C:2]1[N:7]=[CH:6][C:5]([S:8]([N:11]2[C:15]([C:16]3[CH:21]=[CH:20][CH:19]=[CH:18][CH:17]=3)=[CH:14][C:13]([CH2:22][N:23](C)[C:24](=O)OC(C)(C)C)=[CH:12]2)(=[O:10])=[O:9])=[CH:4][C:3]=1[CH3:32].NN.[C:35](=[O:38])([O-:37])O.[Na+].[C:40]([O:43]CC)(=[O:42])[CH3:41].Cl, predict the reaction product. (7) The product is: [F:35][C:3]([F:2])([F:34])[C:4]1[CH:5]=[C:6]([C@H:14]([N:16]([CH3:33])[C:17]([C@H:19]2[CH2:24][CH2:23][N:22]([C:44](=[O:45])[CH2:43][N:39]3[C:38](=[O:47])[C:37]([CH3:48])([CH3:36])[O:41][C:40]3=[O:42])[CH2:21][C@@H:20]2[C:25]2[CH:30]=[CH:29][C:28]([F:31])=[CH:27][C:26]=2[CH3:32])=[O:18])[CH3:15])[CH:7]=[C:8]([C:10]([F:12])([F:13])[F:11])[CH:9]=1. Given the reactants Cl.[F:2][C:3]([F:35])([F:34])[C:4]1[CH:5]=[C:6]([C@H:14]([N:16]([CH3:33])[C:17]([C@H:19]2[CH2:24][CH2:23][NH:22][CH2:21][C@@H:20]2[C:25]2[CH:30]=[CH:29][C:28]([F:31])=[CH:27][C:26]=2[CH3:32])=[O:18])[CH3:15])[CH:7]=[C:8]([C:10]([F:13])([F:12])[F:11])[CH:9]=1.[CH3:36][C:37]1([CH3:48])[O:41][C:40](=[O:42])[N:39]([CH2:43][C:44](O)=[O:45])[C:38]1=[O:47].CCN=C=NCCCN(C)C.Cl.C1C=CC2N(O)N=NC=2C=1, predict the reaction product.